Dataset: Forward reaction prediction with 1.9M reactions from USPTO patents (1976-2016). Task: Predict the product of the given reaction. (1) Given the reactants Br[C:2]1[CH:3]=[CH:4][C:5]2[C:11]3[S:12][C:13]([C:15]([N:17]([C:19]4[CH:24]=[C:23]([C:25](=[O:31])[NH:26][CH2:27][C@@H:28]([OH:30])[CH3:29])[CH:22]=[CH:21][C:20]=4[Cl:32])[CH3:18])=[O:16])=[CH:14][C:10]=3[CH2:9][CH2:8][O:7][C:6]=2[CH:33]=1.CC1(C)C2[C:56](=C(P(C3C=CC=CC=3)C3C=CC=CC=3)C=CC=2)[O:55]C2C(P(C3C=CC=CC=3)C3C=CC=CC=3)=CC=CC1=2.[CH3:76][NH2:77].Cl.C([O-])([O-])=O.[Na+].[Na+], predict the reaction product. The product is: [Cl:32][C:20]1[CH:21]=[CH:22][C:23]([C:25](=[O:31])[NH:26][CH2:27][C@@H:28]([OH:30])[CH3:29])=[CH:24][C:19]=1[N:17]([CH3:18])[C:15]([C:13]1[S:12][C:11]2[C:5]3[CH:4]=[CH:3][C:2]([C:56]([NH:77][CH3:76])=[O:55])=[CH:33][C:6]=3[O:7][CH2:8][CH2:9][C:10]=2[CH:14]=1)=[O:16]. (2) Given the reactants [F:1][C:2]1[C:3]([F:13])=[C:4]([F:12])[C:5]2[S:9][C:8]([NH2:10])=[N:7][C:6]=2[CH:11]=1.[CH3:14][O:15][C:16]1[CH:24]=[CH:23][C:19]([C:20](Cl)=[O:21])=[CH:18][CH:17]=1.Br[CH:26]([CH2:31][CH3:32])[C:27]([O:29]C)=[O:28].COC1C=CC2N=C(N)SC=2C=1.ClC1C=C(C=CC=1)C(Cl)=O.BrCC(OCC)=O, predict the reaction product. The product is: [F:1][C:2]1[C:3]([F:13])=[C:4]([F:12])[C:5]2[S:9][C:8](=[N:10][C:20](=[O:21])[C:19]3[CH:23]=[CH:24][C:16]([O:15][CH3:14])=[CH:17][CH:18]=3)[N:7]([CH:26]([CH2:31][CH3:32])[C:27]([OH:29])=[O:28])[C:6]=2[CH:11]=1.